Dataset: KCNQ2 potassium channel screen with 302,405 compounds. Task: Binary Classification. Given a drug SMILES string, predict its activity (active/inactive) in a high-throughput screening assay against a specified biological target. (1) The drug is O(C(C)(C)C)C(=O)CNC(=O)c1[nH]cnc1C(=O)NC(c1ccccc1)C. The result is 0 (inactive). (2) The compound is O1N=C(CC1Cn1c(=O)n(c(=O)c(c1)C#N)C)C(=O)NCCOC. The result is 0 (inactive). (3) The compound is O=C1N(CCC(C)C)C(=O)c2c1cc(cc2)C(=O)Nc1ncccc1. The result is 0 (inactive). (4) The compound is Clc1cn2c(nnc2c(c1)C(F)(F)F)CCNC(=O)c1oc(cc1)C. The result is 0 (inactive). (5) The drug is Clc1cc(NC2N(C(=O)c3c2nccc3)Cc2sccc2)ccc1F. The result is 0 (inactive). (6) The compound is O(c1c2c(nc(c3ccc(OC)cc3)c1)cccc2)C. The result is 0 (inactive). (7) The compound is Clc1ccc(C(P(OC)(OC)=O)Nc2ccc(cc2)C(OC)=O)cc1. The result is 0 (inactive).